Dataset: Full USPTO retrosynthesis dataset with 1.9M reactions from patents (1976-2016). Task: Predict the reactants needed to synthesize the given product. (1) Given the product [CH2:25]([N:26]1[C:56]2[CH:44]=[CH:45][C:46]([C:57]3[N:13]([CH2:14][CH2:15][O:16][C:17]([F:18])([F:19])[F:20])[C:12]4[CH:11]=[CH:10][C:4]([C:5]([O:7][CH2:8][CH3:9])=[O:6])=[CH:3][C:2]=4[N:1]=3)=[CH:47][C:48]=2[C:49]2[C:54]1=[CH:53][CH:52]=[CH:51][CH:50]=2)[CH3:24], predict the reactants needed to synthesize it. The reactants are: [NH2:1][C:2]1[CH:3]=[C:4]([CH:10]=[CH:11][C:12]=1[NH:13][CH2:14][CH2:15][O:16][C:17]([F:20])([F:19])[F:18])[C:5]([O:7][CH2:8][CH3:9])=[O:6].FC(F)(F)O[CH2:24][CH2:25][NH2:26].ClC1C=CC(C(OCC)=O)=CC=1[N+]([O-])=O.[CH:44]1[C:56]2N[C:54]3[C:49](=[CH:50][CH:51]=[CH:52][CH:53]=3)[C:48]=2[CH:47]=[C:46]([CH:57]=O)[CH:45]=1. (2) Given the product [CH2:1]([O:3][C:4]1[CH:5]=[CH:6][C:7]([C:8]([NH:10][CH2:11][CH2:12][NH:13][C:14]([C:16]2[C:17]([C:21]([F:22])([F:23])[F:24])=[N:18][N:19]([C:44]3[CH:53]=[CH:52][CH:51]=[CH:50][C:45]=3[C:46]([O:48][CH3:49])=[O:47])[CH:20]=2)=[O:15])=[O:9])=[CH:25][CH:26]=1)[CH3:2], predict the reactants needed to synthesize it. The reactants are: [CH2:1]([O:3][C:4]1[CH:26]=[CH:25][C:7]([C:8]([NH:10][CH2:11][CH2:12][NH:13][C:14]([C:16]2[C:17]([C:21]([F:24])([F:23])[F:22])=[N:18][NH:19][CH:20]=2)=[O:15])=[O:9])=[CH:6][CH:5]=1)[CH3:2].CN[C@@H]1CCCC[C@H]1NC.C(=O)([O-])[O-].[K+].[K+].I[C:44]1[CH:53]=[CH:52][CH:51]=[CH:50][C:45]=1[C:46]([O:48][CH3:49])=[O:47]. (3) Given the product [Br:1][C:2]1[CH:3]=[C:4]([CH:25]=[CH:26][CH:27]=1)[CH2:5][N:6]1[C:14]2[C:13](=[O:15])[N:12]([CH3:16])[C:11](=[O:17])[N:10]([CH3:18])[C:9]=2[N:8]=[C:7]1[CH2:19][CH2:20][OH:21], predict the reactants needed to synthesize it. The reactants are: [Br:1][C:2]1[CH:3]=[C:4]([CH:25]=[CH:26][CH:27]=1)[CH2:5][N:6]1[C:14]2[C:13](=[O:15])[N:12]([CH3:16])[C:11](=[O:17])[N:10]([CH3:18])[C:9]=2[N:8]=[C:7]1[CH2:19][C:20](OCC)=[O:21].[BH4-].[Na+].CO.Cl. (4) Given the product [CH3:27][C:28]1[CH:33]=[CH:32][C:31]([S:34]([O:26][CH:22]([CH:23]([CH3:24])[CH3:25])[CH2:21][CH2:20][CH2:19][O:18][Si:1]([C:14]([CH3:16])([CH3:17])[CH3:15])([C:8]2[CH:9]=[CH:10][CH:11]=[CH:12][CH:13]=2)[C:2]2[CH:3]=[CH:4][CH:5]=[CH:6][CH:7]=2)(=[O:36])=[O:35])=[CH:30][CH:29]=1, predict the reactants needed to synthesize it. The reactants are: [Si:1]([O:18][CH2:19][CH2:20][CH2:21][CH:22]([OH:26])[CH:23]([CH3:25])[CH3:24])([C:14]([CH3:17])([CH3:16])[CH3:15])([C:8]1[CH:13]=[CH:12][CH:11]=[CH:10][CH:9]=1)[C:2]1[CH:7]=[CH:6][CH:5]=[CH:4][CH:3]=1.[CH3:27][C:28]1[CH:33]=[CH:32][C:31]([S:34](Cl)(=[O:36])=[O:35])=[CH:30][CH:29]=1.